The task is: Predict which catalyst facilitates the given reaction.. This data is from Catalyst prediction with 721,799 reactions and 888 catalyst types from USPTO. Reactant: [H-].[Na+].CS(C)=O.[I-].[CH3:8][S+](C)(C)=O.[F:13][C:14]1[CH:19]=[CH:18][C:17]([N:20]2[C:28]3[N:27]=[C:26]4[CH2:29][CH2:30][CH2:31][CH:32]5[CH2:37][C:36](=[O:38])[CH2:35][CH2:34][C:33]5([CH2:39][C:40]5[CH:45]=[CH:44][CH:43]=[CH:42][N:41]=5)[C:25]4=[CH:24][C:23]=3[CH:22]=[N:21]2)=[CH:16][CH:15]=1. Product: [F:13][C:14]1[CH:19]=[CH:18][C:17]([N:20]2[C:28]3[N:27]=[C:26]4[CH2:29][CH2:30][CH2:31][CH:32]5[CH2:37][C:36]6([CH2:8][O:38]6)[CH2:35][CH2:34][C:33]5([CH2:39][C:40]5[CH:45]=[CH:44][CH:43]=[CH:42][N:41]=5)[C:25]4=[CH:24][C:23]=3[CH:22]=[N:21]2)=[CH:16][CH:15]=1. The catalyst class is: 1.